From a dataset of Full USPTO retrosynthesis dataset with 1.9M reactions from patents (1976-2016). Predict the reactants needed to synthesize the given product. (1) Given the product [Cl:1][C:2]1[CH:3]=[C:4]([C:13]2[N:18]=[C:17]([NH2:19])[N:16]=[C:15]([NH:20][CH3:21])[CH:14]=2)[CH:5]=[CH:6][C:7]=1[F:8], predict the reactants needed to synthesize it. The reactants are: [Cl:1][C:2]1[CH:3]=[C:4](B(O)O)[CH:5]=[CH:6][C:7]=1[F:8].I[C:13]1[N:18]=[C:17]([NH2:19])[N:16]=[C:15]([NH:20][CH3:21])[CH:14]=1. (2) Given the product [CH3:54][O:55][C:56]1[CH:57]=[C:58]([C:64]2[CH2:73][C:68]3([CH2:69][CH2:70][CH2:71][CH2:72]3)[C:67](=[O:74])[N:66]([CH:75]3[CH2:76][CH2:77][N:78]([C:17](=[O:19])[C@@H:9]([NH:8][C:6](=[O:7])[O:5][C:1]([CH3:2])([CH3:3])[CH3:4])[CH2:10][C:11]4[CH:12]=[N:13][CH:14]=[CH:15][CH:16]=4)[CH2:79][CH2:80]3)[N:65]=2)[CH:59]=[CH:60][C:61]=1[O:62][CH3:63], predict the reactants needed to synthesize it. The reactants are: [C:1]([O:5][C:6]([NH:8][C@H:9]([C:17]([OH:19])=O)[CH2:10][C:11]1[CH:12]=[N:13][CH:14]=[CH:15][CH:16]=1)=[O:7])([CH3:4])([CH3:3])[CH3:2].CCN(C(C)C)C(C)C.CN(C(ON1N=NC2C=CC=CC1=2)=[N+](C)C)C.F[P-](F)(F)(F)(F)F.Cl.[CH3:54][O:55][C:56]1[CH:57]=[C:58]([C:64]2[CH2:73][C:68]3([CH2:72][CH2:71][CH2:70][CH2:69]3)[C:67](=[O:74])[N:66]([CH:75]3[CH2:80][CH2:79][NH:78][CH2:77][CH2:76]3)[N:65]=2)[CH:59]=[CH:60][C:61]=1[O:62][CH3:63].C(=O)(O)[O-].[Na+]. (3) Given the product [NH2:32][C:21]1[S:22][CH2:23][C@@H:24]2[C@@H:25]([C:28]([F:31])([F:29])[F:30])[O:26][CH2:27][C@:19]2([C:17]2[CH:18]=[C:13]([NH:12][C:9]([C:6]3[CH:5]=[N:4][C:3]([CH2:2][F:1])=[CH:8][N:7]=3)=[O:11])[CH:14]=[CH:15][C:16]=2[F:33])[N:20]=1, predict the reactants needed to synthesize it. The reactants are: [F:1][CH2:2][C:3]1[N:4]=[CH:5][C:6]([C:9]([OH:11])=O)=[N:7][CH:8]=1.[NH2:12][C:13]1[CH:14]=[CH:15][C:16]([F:33])=[C:17]([C@:19]23[CH2:27][O:26][C@H:25]([C:28]([F:31])([F:30])[F:29])[C@H:24]2[CH2:23][S:22][C:21]([NH2:32])=[N:20]3)[CH:18]=1.[OH-].[NH4+].